This data is from Forward reaction prediction with 1.9M reactions from USPTO patents (1976-2016). The task is: Predict the product of the given reaction. Given the reactants [F:1][C:2]([F:15])([F:14])[CH:3]([C:10]([F:13])([F:12])[F:11])[C@@H:4]([C:6]([O:8][CH3:9])=[O:7])[NH2:5].N1C=CC=CC=1.[Br:22][C:23]1[CH:24]=[C:25]([S:29](Cl)(=[O:31])=[O:30])[S:26][C:27]=1[Cl:28].CCOC(C)=O.CCCCCC, predict the reaction product. The product is: [Br:22][C:23]1[CH:24]=[C:25]([S:29]([NH:5][CH:4]([C:6]([O:8][CH3:9])=[O:7])[CH:3]([C:10]([F:12])([F:11])[F:13])[C:2]([F:14])([F:15])[F:1])(=[O:31])=[O:30])[S:26][C:27]=1[Cl:28].